Predict the reaction yield, written as a fraction of the theoretical maximum amount of product (1.0 means a 100% yield; for example, 0.34 means a 34% yield). From a dataset of Reaction yield outcomes from USPTO patents with 853,638 reactions. (1) The reactants are [OH:1][C:2]1([CH3:26])[CH2:7][CH2:6][N:5]([C@H:8]([C:20]2[CH:25]=[CH:24][CH:23]=[CH:22][CH:21]=2)[C:9]([O:11][C@H](C2C=CC=CC=2)C)=[O:10])[CH2:4][CH2:3]1.FC(F)(F)C(O)=O. The catalyst is ClCCl. The product is [OH:1][C:2]1([CH3:26])[CH2:3][CH2:4][N:5]([C@H:8]([C:20]2[CH:25]=[CH:24][CH:23]=[CH:22][CH:21]=2)[C:9]([OH:11])=[O:10])[CH2:6][CH2:7]1. The yield is 0.980. (2) The reactants are [CH:1]1([CH2:7][CH2:8][C@@H:9]([CH3:14])[CH2:10][CH2:11][CH:12]=[O:13])[CH2:6][CH2:5][CH2:4][CH2:3][CH2:2]1.O.[Mn]([O-])(=O)(=O)=[O:17].[K+].S(=O)(O)[O-].[Na+]. The catalyst is C(O)(=O)C.CC(C)=O. The product is [CH:1]1([CH2:7][CH2:8][C@@H:9]([CH3:14])[CH2:10][CH2:11][C:12]([OH:17])=[O:13])[CH2:6][CH2:5][CH2:4][CH2:3][CH2:2]1. The yield is 0.540. (3) The reactants are Cl[C:2]1[C:7]2[N:8]=[C:9]([CH3:12])[N:10]([CH3:11])[C:6]=2[CH:5]=[CH:4][N:3]=1.C1OCCOCCOCCOCCOCCOC1.[Cl:31][C:32]1[CH:39]=[CH:38][CH:37]=[CH:36][C:33]=1[CH2:34][OH:35].CC(C)([O-])C.[K+].P([O-])(O)(O)=O.[K+]. The catalyst is CS(C)=O.ClCCl.O. The product is [Cl:31][C:32]1[CH:39]=[CH:38][CH:37]=[CH:36][C:33]=1[CH2:34][O:35][C:2]1[C:7]2[N:8]=[C:9]([CH3:12])[N:10]([CH3:11])[C:6]=2[CH:5]=[CH:4][N:3]=1. The yield is 0.610. (4) The reactants are [CH:1]([N:4]1[C:8]([C:9]2[N:18]=[C:17]3[N:11]([CH2:12][CH2:13][O:14][C:15]4[CH:22]=[CH:21][C:20]([S:23]([N:26]5[CH2:31][CH2:30][NH:29][CH2:28][CH2:27]5)(=[O:25])=[O:24])=[CH:19][C:16]=43)[CH:10]=2)=[N:7][CH:6]=[N:5]1)([CH3:3])[CH3:2].[CH3:32][C:33](=O)[CH2:34][CH2:35][CH3:36].CC(O)=O.C(O[BH-](OC(=O)C)OC(=O)C)(=O)C.[Na+]. The catalyst is ClCCCl. The product is [CH:1]([N:4]1[C:8]([C:9]2[N:18]=[C:17]3[C:16]4[CH:19]=[C:20]([S:23]([N:26]5[CH2:27][CH2:28][N:29]([CH:34]([CH2:35][CH3:36])[CH2:33][CH3:32])[CH2:30][CH2:31]5)(=[O:24])=[O:25])[CH:21]=[CH:22][C:15]=4[O:14][CH2:13][CH2:12][N:11]3[CH:10]=2)=[N:7][CH:6]=[N:5]1)([CH3:3])[CH3:2]. The yield is 0.250. (5) The reactants are [CH2:1]([N:8]1[CH2:13][CH2:12][NH:11][CH2:10][CH2:9]1)[C:2]1[CH:7]=[CH:6][CH:5]=[CH:4][CH:3]=1.Cl[C:15]1[CH:20]=[CH:19][C:18]([N+:21]([O-:23])=[O:22])=[CH:17][C:16]=1OC.[C:26]([O-])([O-])=[O:27].[K+].[K+].Cl. The catalyst is CN(C=O)C.O. The product is [CH2:1]([N:8]1[CH2:13][CH2:12][N:11]([C:15]2[CH:16]=[CH:17][C:18]([N+:21]([O-:23])=[O:22])=[C:19]([O:27][CH3:26])[CH:20]=2)[CH2:10][CH2:9]1)[C:2]1[CH:3]=[CH:4][CH:5]=[CH:6][CH:7]=1. The yield is 0.570. (6) The reactants are [F:1][C:2]([F:10])([F:9])[C:3]1[CH:8]=[CH:7][N:6]=[CH:5][CH:4]=1.[C:11]1([CH3:24])[CH:16]=[C:15]([CH3:17])[CH:14]=[C:13]([CH3:18])[C:12]=1[S:19]([O:22][NH2:23])(=[O:21])=[O:20]. The catalyst is C(Cl)Cl. The product is [CH3:18][C:13]1[CH:14]=[C:15]([CH3:17])[CH:16]=[C:11]([CH3:24])[C:12]=1[S:19]([O-:22])(=[O:21])=[O:20].[NH2:23][N+:6]1[CH:7]=[CH:8][C:3]([C:2]([F:10])([F:9])[F:1])=[CH:4][CH:5]=1. The yield is 1.00. (7) The reactants are [CH3:16][C:11]1([CH3:17])[C:12]([CH3:15])([CH3:14])[O:13][B:9]([B:9]2[O:13][C:12]([CH3:15])([CH3:14])[C:11]([CH3:17])([CH3:16])[O:10]2)[O:10]1.Br[C:20]1[CH:25]=[CH:24][C:23]([CH2:26][C:27]([NH:29][C:30]2[O:34][N:33]=[C:32]([C:35]([CH3:41])([CH3:40])[C:36]([F:39])([F:38])[F:37])[CH:31]=2)=[O:28])=[C:22]([F:42])[CH:21]=1.CC([O-])=O.[K+]. The catalyst is O1CCOCC1.C1C=CC(P(C2C=CC=CC=2)[C-]2C=CC=C2)=CC=1.C1C=CC(P(C2C=CC=CC=2)[C-]2C=CC=C2)=CC=1.Cl[Pd]Cl.[Fe+2]. The product is [F:42][C:22]1[CH:21]=[C:20]([B:9]2[O:10][C:11]([CH3:16])([CH3:17])[C:12]([CH3:14])([CH3:15])[O:13]2)[CH:25]=[CH:24][C:23]=1[CH2:26][C:27]([NH:29][C:30]1[O:34][N:33]=[C:32]([C:35]([CH3:41])([CH3:40])[C:36]([F:39])([F:37])[F:38])[CH:31]=1)=[O:28]. The yield is 0.550.